Dataset: Reaction yield outcomes from USPTO patents with 853,638 reactions. Task: Predict the reaction yield, written as a fraction of the theoretical maximum amount of product (1.0 means a 100% yield; for example, 0.34 means a 34% yield). (1) The reactants are CO[C:3](=[O:17])[C:4]1[CH:9]=[CH:8][CH:7]=[CH:6][C:5]=1[NH:10][CH2:11][CH2:12][O:13][C:14](=[O:16])[CH3:15].CC1(C)[O:24][C:23](=O)[CH:22]=[C:21]([CH3:26])[O:20]1. The catalyst is C1(C)C=CC=CC=1.CN(C1C=CN=CC=1)C.C([O-])(O)=O.[Na+].C(OCC)(=O)C. The product is [C:21]([C:22]1[C:23](=[O:24])[N:10]([CH2:11][CH2:12][O:13][C:14](=[O:16])[CH3:15])[C:5]2[C:4]([C:3]=1[OH:17])=[CH:9][CH:8]=[CH:7][CH:6]=2)(=[O:20])[CH3:26]. The yield is 0.220. (2) The reactants are [O:1]=[C:2]([N:15]1[CH2:19][CH2:18][CH2:17][C@H:16]1[C:20]1[NH:21][C:22]([C:25]2[CH:30]=[CH:29][C:28]([C:31]3[S:35][C:34]4[CH:36]=[C:37](B5OC(C)(C)C(C)(C)O5)[CH:38]=[CH:39][C:33]=4[CH:32]=3)=[CH:27][CH:26]=2)=[CH:23][N:24]=1)[C@H:3]([NH:10][C:11](=[O:14])[O:12][CH3:13])[C:4]1[CH:9]=[CH:8][CH:7]=[CH:6][CH:5]=1.Br[C:50]1[N:51]=[C:52]([C@@H:55]2[CH2:59][CH2:58][CH2:57][N:56]2[C:60]([O:62][C:63]([CH3:66])([CH3:65])[CH3:64])=[O:61])[NH:53][CH:54]=1.C(=O)([O-])[O-].[K+].[K+].C(COC)OC. The catalyst is [Pd].C1(P(C2C=CC=CC=2)C2C=CC=CC=2)C=CC=CC=1.C1(P(C2C=CC=CC=2)C2C=CC=CC=2)C=CC=CC=1.C1(P(C2C=CC=CC=2)C2C=CC=CC=2)C=CC=CC=1.C1(P(C2C=CC=CC=2)C2C=CC=CC=2)C=CC=CC=1.O. The product is [CH3:13][O:12][C:11]([NH:10][C@H:3]([C:4]1[CH:5]=[CH:6][CH:7]=[CH:8][CH:9]=1)[C:2]([N:15]1[CH2:19][CH2:18][CH2:17][C@H:16]1[C:20]1[NH:21][C:22]([C:25]2[CH:30]=[CH:29][C:28]([C:31]3[S:35][C:34]4[CH:36]=[C:37]([C:54]5[N:53]=[C:52]([C@@H:55]6[CH2:59][CH2:58][CH2:57][N:56]6[C:60]([O:62][C:63]([CH3:66])([CH3:65])[CH3:64])=[O:61])[NH:51][CH:50]=5)[CH:38]=[CH:39][C:33]=4[CH:32]=3)=[CH:27][CH:26]=2)=[CH:23][N:24]=1)=[O:1])=[O:14]. The yield is 0.280. (3) The reactants are [C:1]([N:5]1[C:9]2=[N:10][C:11](F)=[CH:12][CH:13]=[C:8]2[C:7]([C:15]([OH:17])=O)=[N:6]1)([CH3:4])([CH3:3])[CH3:2].[CH2:18](N(CC)CC)[CH3:19].CCN=C=N[CH2:30][CH2:31][CH2:32][N:33](C)C.C1C=[N:40]C2N(O)N=NC=2C=1.C(CCC)C. The catalyst is C(Cl)Cl.N.CO. The product is [CH2:18]([CH:32]([NH:33][C:15]([C:7]1[C:8]2[C:9](=[N:10][C:11]([NH2:40])=[CH:12][CH:13]=2)[N:5]([C:1]([CH3:2])([CH3:3])[CH3:4])[N:6]=1)=[O:17])[CH2:31][CH3:30])[CH3:19]. The yield is 0.300. (4) The reactants are Br[C:2]1[CH:7]=[CH:6][C:5]([C:8]2[N:17]=[C:16]([NH:18][C:19]3[NH:20][N:21]=[C:22]([CH3:24])[CH:23]=3)[C:15]3[C:10](=[CH:11][CH:12]=[CH:13][CH:14]=3)[N:9]=2)=[CH:4][CH:3]=1.C[Si]([C:29]#[CH:30])(C)C.C(N(CC)CC)C.CCCC[N+](CCCC)(CCCC)CCCC.[F-]. The catalyst is CN(C=O)C.[Cu]I.Cl[Pd](Cl)([P](C1C=CC=CC=1)(C1C=CC=CC=1)C1C=CC=CC=1)[P](C1C=CC=CC=1)(C1C=CC=CC=1)C1C=CC=CC=1. The product is [C:29]([C:2]1[CH:7]=[CH:6][C:5]([C:8]2[N:17]=[C:16]([NH:18][C:19]3[NH:20][N:21]=[C:22]([CH3:24])[CH:23]=3)[C:15]3[C:10](=[CH:11][CH:12]=[CH:13][CH:14]=3)[N:9]=2)=[CH:4][CH:3]=1)#[CH:30]. The yield is 0.700. (5) The reactants are [C:1]([O:4][CH2:5][C:6]1[C:11]([N:12]2[C:24](=[O:25])[C:23]3[N:15]([C:16]4[CH:17]5[CH2:26][CH:20]([C:21]=4[CH:22]=3)[CH2:19][CH2:18]5)[CH2:14][CH2:13]2)=[CH:10][C:9]([F:27])=[CH:8][C:7]=1Br)(=[O:3])[CH3:2].[CH3:29][N:30]1[CH:35]=[C:34](B2OC(C)(C)C(C)(C)O2)[CH:33]=[C:32]([NH:45][C:46]2[CH:51]=[CH:50][C:49]([N:52]3[CH2:57][CH2:56][N:55]([CH3:58])[CH2:54][CH2:53]3)=[CH:48][N:47]=2)[C:31]1=[O:59].C([O-])([O-])=O.[Na+].[Na+]. The catalyst is C1C=CC(P(C2C=CC=CC=2)[C-]2C=CC=C2)=CC=1.C1C=CC(P(C2C=CC=CC=2)[C-]2C=CC=C2)=CC=1.Cl[Pd]Cl.[Fe+2].COCCOC. The product is [C:1]([O:4][CH2:5][C:6]1[C:11]([N:12]2[C:24](=[O:25])[C:23]3[N:15]([C:16]4[CH:17]5[CH2:26][CH:20]([C:21]=4[CH:22]=3)[CH2:19][CH2:18]5)[CH2:14][CH2:13]2)=[CH:10][C:9]([F:27])=[CH:8][C:7]=1[C:34]1[CH:33]=[C:32]([NH:45][C:46]2[CH:51]=[CH:50][C:49]([N:52]3[CH2:53][CH2:54][N:55]([CH3:58])[CH2:56][CH2:57]3)=[CH:48][N:47]=2)[C:31](=[O:59])[N:30]([CH3:29])[CH:35]=1)(=[O:3])[CH3:2]. The yield is 0.330. (6) The reactants are [Br:1][C:2]1[CH:7]=[CH:6][C:5](N)=[C:4]([N+:9]([O-])=O)[CH:3]=1.N([O-])=O.[Na+].[C:16]([S-:18])#[N:17].[K+].Cl[Sn]Cl. The catalyst is OS(O)(=O)=O.O. The product is [Br:1][C:2]1[CH:7]=[CH:6][C:5]2[S:18][C:16]([NH2:17])=[N:9][C:4]=2[CH:3]=1. The yield is 0.570. (7) The reactants are [CH2:1]([C:5]1[CH2:10][CH:9]([CH3:11])[CH:8]([CH:12]=[O:13])[CH2:7][CH:6]=1)[CH:2]([CH3:4])[CH3:3].[CH3:14]C([O-])(C)C.[K+]. The catalyst is C(Cl)Cl. The product is [CH2:1]([C:5]1[CH2:10][CH:9]([CH3:11])[C:8]([CH3:14])([CH:12]=[O:13])[CH2:7][CH:6]=1)[CH:2]([CH3:4])[CH3:3]. The yield is 0.800.